From a dataset of Catalyst prediction with 721,799 reactions and 888 catalyst types from USPTO. Predict which catalyst facilitates the given reaction. Reactant: [CH3:1][O:2][C:3](=[O:21])[CH2:4][CH2:5][CH2:6][CH2:7][C:8]1[N:9]=[C:10]([C:13]2[CH:18]=[CH:17][CH:16]=[CH:15][C:14]=2[O:19]C)[S:11][CH:12]=1.B(Br)(Br)Br. Product: [CH3:1][O:2][C:3](=[O:21])[CH2:4][CH2:5][CH2:6][CH2:7][C:8]1[N:9]=[C:10]([C:13]2[CH:18]=[CH:17][CH:16]=[CH:15][C:14]=2[OH:19])[S:11][CH:12]=1. The catalyst class is: 2.